Dataset: Peptide-MHC class I binding affinity with 185,985 pairs from IEDB/IMGT. Task: Regression. Given a peptide amino acid sequence and an MHC pseudo amino acid sequence, predict their binding affinity value. This is MHC class I binding data. (1) The peptide sequence is FLPQIGGEAI. The MHC is HLA-A02:02 with pseudo-sequence HLA-A02:02. The binding affinity (normalized) is 1.00. (2) The peptide sequence is SPVIVNGAM. The binding affinity (normalized) is 0.0847. The MHC is HLA-B48:01 with pseudo-sequence HLA-B48:01.